Task: Predict the reaction yield, written as a fraction of the theoretical maximum amount of product (1.0 means a 100% yield; for example, 0.34 means a 34% yield).. Dataset: Reaction yield outcomes from USPTO patents with 853,638 reactions (1) The reactants are [CH:1]1([C:4](Cl)=[O:5])[CH2:3][CH2:2]1.[C:7]([C:11]1[N:15]([CH2:16][CH:17]2[CH2:22][CH2:21][C:20]([F:24])([F:23])[CH2:19][CH2:18]2)[C:14]2[CH:25]=[CH:26][C:27]([S:29]([N:32]3[CH2:35][CH:34]([NH2:36])[CH2:33]3)(=[O:31])=[O:30])=[CH:28][C:13]=2[N:12]=1)([CH3:10])([CH3:9])[CH3:8].CCN(C(C)C)C(C)C. The catalyst is C(Cl)Cl.CCOC(C)=O. The product is [C:7]([C:11]1[N:15]([CH2:16][CH:17]2[CH2:22][CH2:21][C:20]([F:23])([F:24])[CH2:19][CH2:18]2)[C:14]2[CH:25]=[CH:26][C:27]([S:29]([N:32]3[CH2:33][CH:34]([NH:36][C:4]([CH:1]4[CH2:3][CH2:2]4)=[O:5])[CH2:35]3)(=[O:31])=[O:30])=[CH:28][C:13]=2[N:12]=1)([CH3:10])([CH3:8])[CH3:9]. The yield is 0.990. (2) The reactants are [Br:1][C:2]1[CH:7]=[CH:6][C:5]([N+:8]([O-:10])=[O:9])=[C:4](F)[CH:3]=1.[CH3:12][O:13][C:14]1[CH:19]=[CH:18][C:17]([CH2:20][NH2:21])=[CH:16][CH:15]=1. The catalyst is CN(C=O)C.O. The product is [Br:1][C:2]1[CH:7]=[CH:6][C:5]([N+:8]([O-:10])=[O:9])=[C:4]([CH:3]=1)[NH:21][CH2:20][C:17]1[CH:18]=[CH:19][C:14]([O:13][CH3:12])=[CH:15][CH:16]=1. The yield is 0.970. (3) The reactants are Cl.[S:2]([N:12]1[C:16]2=[N:17][CH:18]=[C:19]([CH2:21][NH2:22])[N:20]=[C:15]2[CH:14]=[CH:13]1)([C:5]1[CH:11]=[CH:10][C:8]([CH3:9])=[CH:7][CH:6]=1)(=[O:4])=[O:3].[C:23]([O:27][C:28]([N:30]1[CH2:35][CH2:34][CH:33]([CH3:36])[CH:32]([C:37](O)=[O:38])[CH2:31]1)=[O:29])([CH3:26])([CH3:25])[CH3:24].CN(C(ON1N=NC2C=CC=NC1=2)=[N+](C)C)C.F[P-](F)(F)(F)(F)F.CCN(C(C)C)C(C)C. The catalyst is C(Cl)Cl. The product is [CH3:36][CH:33]1[CH2:34][CH2:35][N:30]([C:28]([O:27][C:23]([CH3:25])([CH3:24])[CH3:26])=[O:29])[CH2:31][CH:32]1[C:37](=[O:38])[NH:22][CH2:21][C:19]1[N:20]=[C:15]2[CH:14]=[CH:13][N:12]([S:2]([C:5]3[CH:6]=[CH:7][C:8]([CH3:9])=[CH:10][CH:11]=3)(=[O:3])=[O:4])[C:16]2=[N:17][CH:18]=1. The yield is 0.950. (4) The reactants are [CH:1]([N:4]1[CH2:8][CH2:7][C@H:6]([NH:9]C(=O)OC(C)(C)C)[C:5]1=[O:17])([CH3:3])[CH3:2].Cl. The catalyst is ClCCl.CCOCC. The product is [NH2:9][C@H:6]1[CH2:7][CH2:8][N:4]([CH:1]([CH3:3])[CH3:2])[C:5]1=[O:17]. The yield is 0.960. (5) The reactants are C(=O)([O-])[O-].[K+].[K+].[I-].[K+].[CH3:9][O:10][C:11](=[O:20])[C:12]1[CH:17]=[CH:16][C:15]([OH:18])=[C:14]([CH3:19])[CH:13]=1.[C:21]([O:25][C:26](=[O:31])[CH2:27][CH2:28][CH2:29]Br)([CH3:24])([CH3:23])[CH3:22]. The catalyst is CC(C)=O. The product is [CH3:9][O:10][C:11](=[O:20])[C:12]1[CH:17]=[CH:16][C:15]([O:18][CH2:29][CH2:28][CH2:27][C:26]([O:25][C:21]([CH3:24])([CH3:23])[CH3:22])=[O:31])=[C:14]([CH3:19])[CH:13]=1. The yield is 0.760. (6) The reactants are [Br:1][C:2]1[CH:7]=[C:6]([N+:8]([O-])=O)[C:5]([CH3:11])=[CH:4][C:3]=1[O:12][C:13]1[CH:18]=[CH:17][C:16]([F:19])=[CH:15][C:14]=1[F:20].[NH4+].[Cl-]. The catalyst is C1COCC1.CO.[Zn]. The product is [Br:1][C:2]1[C:3]([O:12][C:13]2[CH:18]=[CH:17][C:16]([F:19])=[CH:15][C:14]=2[F:20])=[CH:4][C:5]([CH3:11])=[C:6]([NH2:8])[CH:7]=1. The yield is 0.810. (7) The reactants are [CH3:1][O:2][C:3]([C:5]1[CH:6]=[C:7]([C:14]2[CH:19]=[CH:18][C:17]([CH3:20])=[CH:16][CH:15]=2)[CH:8]=[C:9]([N+:11]([O-])=O)[CH:10]=1)=[O:4].Cl[Sn]Cl. The catalyst is CO. The product is [CH3:1][O:2][C:3]([C:5]1[CH:6]=[C:7]([C:14]2[CH:19]=[CH:18][C:17]([CH3:20])=[CH:16][CH:15]=2)[CH:8]=[C:9]([NH2:11])[CH:10]=1)=[O:4]. The yield is 0.950. (8) The reactants are [C:1]1([S:11]([N:14]2[CH2:19][CH2:18][CH:17]([C:20]3[CH:29]=[CH:28][CH:27]=[CH:26][C:21]=3[C:22](OC)=[O:23])[CH2:16][CH2:15]2)(=[O:13])=[O:12])[C:10]2[C:5](=[CH:6][CH:7]=[CH:8][CH:9]=2)[CH:4]=[CH:3][CH:2]=1.[H-].[H-].[H-].[H-].[Li+].[Al+3]. The catalyst is C1COCC1. The product is [C:1]1([S:11]([N:14]2[CH2:15][CH2:16][CH:17]([C:20]3[CH:29]=[CH:28][CH:27]=[CH:26][C:21]=3[CH2:22][OH:23])[CH2:18][CH2:19]2)(=[O:12])=[O:13])[C:10]2[C:5](=[CH:6][CH:7]=[CH:8][CH:9]=2)[CH:4]=[CH:3][CH:2]=1. The yield is 0.600. (9) The reactants are [CH:1]([S:4]([C:7]1[CH:8]=[C:9]2[C:13](=[C:14]([O:16][CH2:17][CH2:18][C:19]3[CH:24]=[CH:23][CH:22]=[CH:21][N:20]=3)[CH:15]=1)[NH:12][N:11]=[C:10]2[N:25]1[C:33](=[O:34])[C:32]2[C:27](=[CH:28][CH:29]=[CH:30][CH:31]=2)[C:26]1=[O:35])(=[O:6])=[O:5])([CH3:3])[CH3:2].[H-].[Na+].Cl[CH2:39][O:40][CH3:41].O. The catalyst is CN(C)C=O. The product is [CH:1]([S:4]([C:7]1[CH:8]=[C:9]2[C:13](=[C:14]([O:16][CH2:17][CH2:18][C:19]3[CH:24]=[CH:23][CH:22]=[CH:21][N:20]=3)[CH:15]=1)[N:12]([CH2:39][O:40][CH3:41])[N:11]=[C:10]2[N:25]1[C:26](=[O:35])[C:27]2[C:32](=[CH:31][CH:30]=[CH:29][CH:28]=2)[C:33]1=[O:34])(=[O:5])=[O:6])([CH3:3])[CH3:2]. The yield is 0.770. (10) The reactants are [C:1]1([CH:7]([O:14][C:15](=[O:31])[C:16]([OH:30])=[CH:17][C:18]([C:20]2[C:28]3[C:23](=[CH:24][CH:25]=[C:26]([Cl:29])[CH:27]=3)[NH:22][CH:21]=2)=[O:19])[C:8]2[CH:13]=[CH:12][CH:11]=[CH:10][CH:9]=2)[CH:6]=[CH:5][CH:4]=[CH:3][CH:2]=1.[H-].[Na+].[CH3:34][N:35]([CH3:39])[C:36](Cl)=[O:37].[Cl-].[NH4+]. The catalyst is C1COCC1. The product is [C:1]1([CH:7]([O:14][C:15](=[O:31])[C:16]([OH:30])=[CH:17][C:18]([C:20]2[C:28]3[C:23](=[CH:24][CH:25]=[C:26]([Cl:29])[CH:27]=3)[N:22]([C:36](=[O:37])[N:35]([CH3:39])[CH3:34])[CH:21]=2)=[O:19])[C:8]2[CH:9]=[CH:10][CH:11]=[CH:12][CH:13]=2)[CH:6]=[CH:5][CH:4]=[CH:3][CH:2]=1. The yield is 0.770.